This data is from Reaction yield outcomes from USPTO patents with 853,638 reactions. The task is: Predict the reaction yield, written as a fraction of the theoretical maximum amount of product (1.0 means a 100% yield; for example, 0.34 means a 34% yield). (1) The reactants are [N+:1]([C:4]1[CH:22]=[CH:21][C:7]2[N:8]([C:13](=[O:20])[CH2:14][N:15]3[CH2:19][CH2:18][CH2:17][CH2:16]3)[CH2:9][CH2:10][CH2:11][O:12][C:6]=2[CH:5]=1)([O-])=O.O.NN. The catalyst is [Pd].C(O)C. The product is [NH2:1][C:4]1[CH:22]=[CH:21][C:7]2[N:8]([C:13](=[O:20])[CH2:14][N:15]3[CH2:16][CH2:17][CH2:18][CH2:19]3)[CH2:9][CH2:10][CH2:11][O:12][C:6]=2[CH:5]=1. The yield is 0.960. (2) The reactants are [Cl:1][C:2]1[CH:10]=[C:9]2[C:5]([CH:6]=[C:7]([C:11]([N:13]3[CH2:18][CH2:17][NH:16][CH2:15][CH2:14]3)=[O:12])[NH:8]2)=[CH:4][C:3]=1[O:19][CH:20]1[CH2:25][CH2:24][N:23]([CH:26]([CH3:28])[CH3:27])[CH2:22][CH2:21]1.[CH3:29][N:30]([CH3:34])[C:31](Cl)=[O:32]. No catalyst specified. The product is [CH3:29][N:30]([CH3:34])[C:31]([N:16]1[CH2:17][CH2:18][N:13]([C:11]([C:7]2[NH:8][C:9]3[C:5]([CH:6]=2)=[CH:4][C:3]([O:19][CH:20]2[CH2:21][CH2:22][N:23]([CH:26]([CH3:28])[CH3:27])[CH2:24][CH2:25]2)=[C:2]([Cl:1])[CH:10]=3)=[O:12])[CH2:14][CH2:15]1)=[O:32]. The yield is 0.620. (3) The reactants are [Br:1][C:2]1[C:3]([CH3:20])=[C:4]2[NH:10][C:9]([C:11]3[CH:16]=[CH:15][C:14]([N+:17]([O-])=O)=[CH:13][CH:12]=3)=[N:8][C:5]2=[N:6][CH:7]=1.Cl. The catalyst is CO.[Fe]. The product is [Br:1][C:2]1[C:3]([CH3:20])=[C:4]2[NH:10][C:9]([C:11]3[CH:16]=[CH:15][C:14]([NH2:17])=[CH:13][CH:12]=3)=[N:8][C:5]2=[N:6][CH:7]=1. The yield is 0.780. (4) The reactants are [C:1]([O:5][C:6]([N:8]1[CH2:13][CH2:12][O:11][C@@H:10]([C:14](=[O:30])[NH:15][CH2:16][CH2:17][C:18]2[CH:23]=[C:22]([O:24][CH3:25])[C:21]([N+:26]([O-])=O)=[CH:20][C:19]=2[Cl:29])[CH2:9]1)=[O:7])([CH3:4])([CH3:3])[CH3:2].[NH4+].[Cl-]. The catalyst is CO.[Zn]. The product is [C:1]([O:5][C:6]([N:8]1[CH2:13][CH2:12][O:11][C@@H:10]([C:14](=[O:30])[NH:15][CH2:16][CH2:17][C:18]2[CH:23]=[C:22]([O:24][CH3:25])[C:21]([NH2:26])=[CH:20][C:19]=2[Cl:29])[CH2:9]1)=[O:7])([CH3:4])([CH3:2])[CH3:3]. The yield is 0.760. (5) The reactants are [Cl:1][C:2]1[CH:7]=[CH:6][C:5]([S:8]([N:11]([C:15]2[C:16]([C:22](=[O:31])[C:23]3[C:28]([F:29])=[CH:27][CH:26]=[CH:25][C:24]=3[Cl:30])=[N:17][CH:18]=[C:19]([Cl:21])[CH:20]=2)COC)(=[O:10])=[O:9])=[CH:4][C:3]=1[C:32]([F:35])([F:34])[F:33].O. The product is [Cl:1][C:2]1[CH:7]=[CH:6][C:5]([S:8]([NH:11][C:15]2[C:16]([C:22](=[O:31])[C:23]3[C:28]([F:29])=[CH:27][CH:26]=[CH:25][C:24]=3[Cl:30])=[N:17][CH:18]=[C:19]([Cl:21])[CH:20]=2)(=[O:9])=[O:10])=[CH:4][C:3]=1[C:32]([F:33])([F:34])[F:35]. The yield is 0.670. The catalyst is Cl.O1CCOCC1. (6) The reactants are [F:1][C:2]1[CH:7]=[CH:6][CH:5]=[C:4]([OH:8])[C:3]=1[OH:9].[Cl-].[Mg+2].[Cl-].C=O.C(N(CC)CC)C.[C:22]([O-])([O-])=[O:23].[Cs+].[Cs+].CI.B(Cl)(Cl)Cl.B(Br)(Br)Br. The catalyst is C(#N)C.CN(C=O)C.C(Cl)Cl. The product is [F:1][C:2]1[CH:7]=[CH:6][C:5]([CH:22]=[O:23])=[C:4]([OH:8])[C:3]=1[OH:9]. The yield is 0.110. (7) The reactants are Br[C:2]1[C:3]([N+:13]([O-:15])=[O:14])=[CH:4][C:5]([N+:10]([O-:12])=[O:11])=[C:6]([CH:9]=1)[CH:7]=[O:8].C(=O)([O-])[O-].[Na+].[Na+].[CH:22]1(B(O)O)[CH2:24][CH2:23]1. The catalyst is C1(C)C=CC=CC=1.O.CCOC(C)=O.[Pd].C1(P(C2C=CC=CC=2)C2C=CC=CC=2)C=CC=CC=1.C1(P(C2C=CC=CC=2)C2C=CC=CC=2)C=CC=CC=1.C1(P(C2C=CC=CC=2)C2C=CC=CC=2)C=CC=CC=1.C1(P(C2C=CC=CC=2)C2C=CC=CC=2)C=CC=CC=1. The product is [CH:22]1([C:2]2[C:3]([N+:13]([O-:15])=[O:14])=[CH:4][C:5]([N+:10]([O-:12])=[O:11])=[C:6]([CH:9]=2)[CH:7]=[O:8])[CH2:24][CH2:23]1. The yield is 0.780. (8) The reactants are [C:1]([C:3]1[C:11]2[C:6](=[CH:7][C:8]([O:12][CH3:13])=[CH:9][CH:10]=2)[N:5]([CH2:14][CH3:15])[C:4]=1[C:16]1[CH:21]=[CH:20][C:19]([NH:22][S:23]([CH2:26][CH2:27][CH2:28]Cl)(=[O:25])=[O:24])=[CH:18][CH:17]=1)#[N:2].C([O-])([O-])=O.[K+].[K+]. The catalyst is CN(C=O)C.O. The product is [O:24]=[S:23]1(=[O:25])[CH2:26][CH2:27][CH2:28][N:22]1[C:19]1[CH:20]=[CH:21][C:16]([C:4]2[N:5]([CH2:14][CH3:15])[C:6]3[C:11]([C:3]=2[C:1]#[N:2])=[CH:10][CH:9]=[C:8]([O:12][CH3:13])[CH:7]=3)=[CH:17][CH:18]=1. The yield is 0.680.